The task is: Predict which catalyst facilitates the given reaction.. This data is from Catalyst prediction with 721,799 reactions and 888 catalyst types from USPTO. (1) Reactant: [CH2:1]([N:8]1[CH2:13][CH2:12][C@@H:11]2[O:14][CH2:15][C:16]3[C:17]([Cl:23])=[C:18](Br)[CH:19]=[CH:20][C:21]=3[C@H:10]2[CH2:9]1)[C:2]1[CH:7]=[CH:6][CH:5]=[CH:4][CH:3]=1.[CH3:24]B1OB(C)OB(C)O1.C(=O)([O-])[O-].[K+].[K+].O. Product: [CH2:1]([N:8]1[CH2:13][CH2:12][C@@H:11]2[O:14][CH2:15][C:16]3[C:17]([Cl:23])=[C:18]([CH3:24])[CH:19]=[CH:20][C:21]=3[C@H:10]2[CH2:9]1)[C:2]1[CH:7]=[CH:6][CH:5]=[CH:4][CH:3]=1. The catalyst class is: 77. (2) Reactant: [CH3:1][N:2]([CH3:7])[S:3](Cl)(=[O:5])=[O:4].FC(F)(F)C(O)=O.[F:15][C:16]1[C:21]([F:22])=[CH:20][CH:19]=[CH:18][C:17]=1[CH2:23][S:24][C:25]1[N:30]=[C:29]([NH:31][S:32]([N:35]2[CH2:40][CH2:39][NH:38][CH2:37][CH2:36]2)(=[O:34])=[O:33])[CH:28]=[C:27]([O:41][CH3:42])[N:26]=1. Product: [CH3:1][N:2]([CH3:7])[S:3]([N:38]1[CH2:39][CH2:40][N:35]([S:32]([NH:31][C:29]2[CH:28]=[C:27]([O:41][CH3:42])[N:26]=[C:25]([S:24][CH2:23][C:17]3[CH:18]=[CH:19][CH:20]=[C:21]([F:22])[C:16]=3[F:15])[N:30]=2)(=[O:33])=[O:34])[CH2:36][CH2:37]1)(=[O:5])=[O:4]. The catalyst class is: 2. (3) Reactant: [NH2:1][CH2:2][CH2:3][N:4]1[C:12]2[C:7](=[CH:8][CH:9]=[C:10]([C:13]([N:15]([CH:29]([CH3:31])[CH3:30])[C@@H:16]3[CH2:21][CH2:20][CH2:19][N:18]([C:22]([O:24][C:25]([CH3:28])([CH3:27])[CH3:26])=[O:23])[CH2:17]3)=[O:14])[CH:11]=2)[C:6]([CH3:33])([CH3:32])[C:5]1=[O:34].CCN=C=NCCCN(C)C.C1C=CC2N(O)N=NC=2C=1.[F:56][CH:57]([F:61])[C:58](O)=[O:59]. Product: [F:56][CH:57]([F:61])[C:58]([NH:1][CH2:2][CH2:3][N:4]1[C:12]2[C:7](=[CH:8][CH:9]=[C:10]([C:13]([N:15]([CH:29]([CH3:30])[CH3:31])[C@@H:16]3[CH2:21][CH2:20][CH2:19][N:18]([C:22]([O:24][C:25]([CH3:26])([CH3:27])[CH3:28])=[O:23])[CH2:17]3)=[O:14])[CH:11]=2)[C:6]([CH3:32])([CH3:33])[C:5]1=[O:34])=[O:59]. The catalyst class is: 542. (4) Reactant: [CH3:1][O:2][C:3]1[C:4]([CH3:14])=[C:5]([CH:9]=[C:10]([O:12][CH3:13])[CH:11]=1)[C:6]([OH:8])=O.S(Cl)([Cl:17])=O.[C:19]12([CH2:29][NH2:30])[CH2:28][CH:23]3[CH2:24][CH:25]([CH2:27][CH:21]([CH2:22]3)[CH2:20]1)[CH2:26]2. Product: [CH3:1][O:2][C:3]1[C:4]([CH3:14])=[C:5]([CH:9]=[C:10]([O:12][CH3:13])[CH:11]=1)[C:6]([NH:30][CH2:29][C:19]12[CH2:26][CH:25]3[CH2:24][CH:23]([CH2:22][C:21]([Cl:17])([CH2:27]3)[CH2:20]1)[CH2:28]2)=[O:8]. The catalyst class is: 236. (5) Reactant: [CH2:1]([C:4]1[C:5]([OH:38])=[C:6]([C:35]([OH:37])=[O:36])[C:7](=[O:34])[N:8]([CH2:23][C:24]2[CH:29]=[CH:28][C:27]([O:30][CH3:31])=[CH:26][C:25]=2[O:32][CH3:33])[C:9]=1[C:10]1[CH:11]=[C:12]2[C:16](=[CH:17][CH:18]=1)[NH:15][C:14]([CH2:19][N:20]([CH3:22])[CH3:21])=[CH:13]2)[CH:2]=[CH2:3]. Product: [CH3:33][O:32][C:25]1[CH:26]=[C:27]([O:30][CH3:31])[CH:28]=[CH:29][C:24]=1[CH2:23][N:8]1[C:9]([C:10]2[CH:11]=[C:12]3[C:16](=[CH:17][CH:18]=2)[NH:15][C:14]([CH2:19][N:20]([CH3:22])[CH3:21])=[CH:13]3)=[C:4]([CH2:1][CH2:2][CH3:3])[C:5]([OH:38])=[C:6]([C:35]([OH:37])=[O:36])[C:7]1=[O:34]. The catalyst class is: 99. (6) Reactant: [CH3:1][C:2]1[CH:7]=[C:6]([CH3:8])[NH:5][C:4](=[O:9])[C:3]=1[CH2:10][NH:11][C:12]([C:14]1[C:15]([CH3:36])=[C:16](/[C:19](/[C@H:22]2[CH2:27][CH2:26][C@H:25]([NH:28]C(=O)OC(C)(C)C)[CH2:24][CH2:23]2)=[CH:20]/[CH3:21])[S:17][CH:18]=1)=[O:13].Cl.O1CCOCC1. Product: [NH2:28][C@H:25]1[CH2:24][CH2:23][C@H:22](/[C:19](/[C:16]2[S:17][CH:18]=[C:14]([C:12]([NH:11][CH2:10][C:3]3[C:4](=[O:9])[NH:5][C:6]([CH3:8])=[CH:7][C:2]=3[CH3:1])=[O:13])[C:15]=2[CH3:36])=[CH:20]\[CH3:21])[CH2:27][CH2:26]1. The catalyst class is: 5.